From a dataset of Catalyst prediction with 721,799 reactions and 888 catalyst types from USPTO. Predict which catalyst facilitates the given reaction. (1) Reactant: [C:1]1([CH3:11])[CH:6]=[CH:5][C:4]([S:7]([NH2:10])(=[O:9])=[O:8])=[CH:3][CH:2]=1.[H-].[Na+].Br[CH2:15][C:16]1[C:21]([CH2:22]Br)=[C:20]([F:24])[CH:19]=[CH:18][C:17]=1[F:25]. Product: [F:24][C:20]1[CH:19]=[CH:18][C:17]([F:25])=[C:16]2[C:21]=1[CH2:22][N:10]([S:7]([C:4]1[CH:3]=[CH:2][C:1]([CH3:11])=[CH:6][CH:5]=1)(=[O:8])=[O:9])[CH2:15]2. The catalyst class is: 9. (2) Reactant: [CH3:1][C:2]1[N:10]=[CH:9][CH:8]=[CH:7][C:3]=1[C:4]([OH:6])=O.C(O)C.C(=O)=O.C([N-]C(C)C)(C)C.[Li+].[F:25][C:26]1[CH:27]=[C:28]([CH:31]=[CH:32][C:33]=1[O:34][C:35]([F:38])([F:37])[F:36])[C:29]#[N:30]. Product: [F:25][C:26]1[CH:27]=[C:28]([C:29]2[N:30]=[C:4]([OH:6])[C:3]3[CH:7]=[CH:8][CH:9]=[N:10][C:2]=3[CH:1]=2)[CH:31]=[CH:32][C:33]=1[O:34][C:35]([F:37])([F:38])[F:36]. The catalyst class is: 7. (3) Reactant: C(O[C:6](=O)[N:7]([CH:9]1[CH2:14][CH2:13][N:12]([CH2:15][CH3:16])[CH2:11][CH2:10]1)C)(C)(C)C.C(O)(C(F)(F)F)=O. Product: [CH2:15]([N:12]1[CH2:13][CH2:14][CH:9]([NH:7][CH3:6])[CH2:10][CH2:11]1)[CH3:16]. The catalyst class is: 4. (4) Reactant: [Cl:1][C:2]1[CH:3]=[C:4]2[C:9](=[C:10]([Cl:31])[C:11]=1[O:12][C:13]1[CH:18]=[CH:17][C:16]([C:19](=[O:30])[NH:20][CH2:21][CH2:22][C:23]3[CH:28]=[CH:27][C:26]([Cl:29])=[CH:25][CH:24]=3)=[CH:15][CH:14]=1)[O:8][CH2:7][CH2:6][CH:5]2[C:32]([O:34]CC)=[O:33].[OH-].[Na+].Cl.CCOC(C)=O. Product: [Cl:1][C:2]1[CH:3]=[C:4]2[C:9](=[C:10]([Cl:31])[C:11]=1[O:12][C:13]1[CH:18]=[CH:17][C:16]([C:19](=[O:30])[NH:20][CH2:21][CH2:22][C:23]3[CH:28]=[CH:27][C:26]([Cl:29])=[CH:25][CH:24]=3)=[CH:15][CH:14]=1)[O:8][CH2:7][CH2:6][CH:5]2[C:32]([OH:34])=[O:33]. The catalyst class is: 301. (5) Reactant: [NH2:1][C:2]1[C:3]2[C:10]([C:11]3[CH:16]=[CH:15][C:14]([NH:17][C:18]([C:20]4[C:21](=[O:32])[N:22]([C:26]5[CH:31]=[CH:30][CH:29]=[CH:28][CH:27]=5)[CH:23]=[CH:24][CH:25]=4)=[O:19])=[CH:13][CH:12]=3)=[CH:9][N:8]([CH:33]3[CH2:36][C:35]([OH:39])(CO)[CH2:34]3)[C:4]=2[N:5]=[CH:6][N:7]=1.I([O-])(=O)(=O)=O.[Na+]. Product: [NH2:1][C:2]1[C:3]2[C:10]([C:11]3[CH:12]=[CH:13][C:14]([NH:17][C:18]([C:20]4[C:21](=[O:32])[N:22]([C:26]5[CH:31]=[CH:30][CH:29]=[CH:28][CH:27]=5)[CH:23]=[CH:24][CH:25]=4)=[O:19])=[CH:15][CH:16]=3)=[CH:9][N:8]([CH:33]3[CH2:36][C:35](=[O:39])[CH2:34]3)[C:4]=2[N:5]=[CH:6][N:7]=1. The catalyst class is: 20. (6) Reactant: C(OC([NH:8][N:9]([C:11]([C@@H:13]1[CH2:17][C@@H:16]([S:18][CH2:19][C:20]2[CH:25]=[CH:24][C:23]([O:26][CH3:27])=[CH:22][CH:21]=2)[CH2:15][N:14]1[S:28]([C:31]1[CH:40]=[CH:39][C:38]2[C:33](=[CH:34][CH:35]=[CH:36][CH:37]=2)[CH:32]=1)(=[O:30])=[O:29])=[O:12])[CH3:10])=O)(C)(C)C.C(O)(C(F)(F)F)=O. Product: [CH3:10][N:9]([C:11]([C@@H:13]1[CH2:17][C@@H:16]([S:18][CH2:19][C:20]2[CH:21]=[CH:22][C:23]([O:26][CH3:27])=[CH:24][CH:25]=2)[CH2:15][N:14]1[S:28]([C:31]1[CH:40]=[CH:39][C:38]2[C:33](=[CH:34][CH:35]=[CH:36][CH:37]=2)[CH:32]=1)(=[O:29])=[O:30])=[O:12])[NH2:8]. The catalyst class is: 2. (7) Reactant: [Cl:1][C:2]1[C:3](F)=[CH:4][C:5]([F:24])=[C:6]([S:8]([N:11]([C:19]2[N:20]=[CH:21][S:22][CH:23]=2)[C:12](=[O:18])[O:13][C:14]([CH3:17])([CH3:16])[CH3:15])(=[O:10])=[O:9])[CH:7]=1.[NH2:26][C:27]1[CH:32]=[C:31]([C:33]2[CH:38]=[C:37]([F:39])[CH:36]=[CH:35][C:34]=2[OH:40])[CH:30]=[CH:29][N:28]=1.C(=O)([O-])[O-].[K+].[K+].[Cl-].[NH4+]. Product: [NH2:26][C:27]1[CH:32]=[C:31]([C:33]2[CH:38]=[C:37]([F:39])[CH:36]=[CH:35][C:34]=2[O:40][C:3]2[C:2]([Cl:1])=[CH:7][C:6]([S:8]([N:11]([C:19]3[N:20]=[CH:21][S:22][CH:23]=3)[C:12](=[O:18])[O:13][C:14]([CH3:16])([CH3:15])[CH3:17])(=[O:9])=[O:10])=[C:5]([F:24])[CH:4]=2)[CH:30]=[CH:29][N:28]=1. The catalyst class is: 58. (8) Reactant: [Br:1][C:2]1[C:3](Cl)=[C:4]([C:14]#[N:15])[C:5](=O)[N:6]([C@H:8]([CH:10]([CH3:12])[CH3:11])[CH3:9])[CH:7]=1.[OH2:17].[NH2:18][NH2:19]. Product: [NH2:15][C:14]1[C:4]2[C:5](=[O:17])[N:6]([C@H:8]([CH:10]([CH3:12])[CH3:11])[CH3:9])[CH:7]=[C:2]([Br:1])[C:3]=2[NH:19][N:18]=1. The catalyst class is: 8. (9) Reactant: [H-].[Na+].[Br:3][C:4]1[C:14]([OH:15])=[CH:13][C:7]([C:8]([O:10][CH2:11][CH3:12])=[O:9])=[CH:6][C:5]=1[OH:16].CN(C=O)C.I[CH2:23][CH2:24][CH3:25]. Product: [Br:3][C:4]1[C:5]([O:16][CH2:23][CH2:24][CH3:25])=[CH:6][C:7]([C:8]([O:10][CH2:11][CH3:12])=[O:9])=[CH:13][C:14]=1[OH:15]. The catalyst class is: 84.